From a dataset of Catalyst prediction with 721,799 reactions and 888 catalyst types from USPTO. Predict which catalyst facilitates the given reaction. The catalyst class is: 10. Reactant: [Cl:1][C:2]1[N:7]=[CH:6][N:5]=[C:4]([NH2:8])[CH:3]=1.Br[CH2:10][C:11]([C:13]1[CH:18]=[CH:17][CH:16]=[CH:15][CH:14]=1)=O.CO.O.C([O-])(=O)C.[NH4+]. Product: [Cl:1][C:2]1[N:7]=[CH:6][N:5]2[CH:10]=[C:11]([C:13]3[CH:18]=[CH:17][CH:16]=[CH:15][CH:14]=3)[N:8]=[C:4]2[CH:3]=1.